Dataset: Full USPTO retrosynthesis dataset with 1.9M reactions from patents (1976-2016). Task: Predict the reactants needed to synthesize the given product. Given the product [CH2:37]([O:28][C:27](=[O:29])[C:26]1[CH:30]=[CH:31][C:23]([NH:22][C:20]([C:17]2[CH:18]=[C:19]3[C:14]([CH2:13][CH2:12][N:11]3[S:8]([C:6]3[CH:7]=[C:2]([Cl:1])[CH:3]=[CH:4][C:5]=3[O:34][CH3:35])(=[O:10])=[O:9])=[C:15]([O:32][CH3:33])[CH:16]=2)=[O:21])=[CH:24][CH:25]=1)[CH3:42], predict the reactants needed to synthesize it. The reactants are: [Cl:1][C:2]1[CH:3]=[CH:4][C:5]([O:34][CH3:35])=[C:6]([S:8]([N:11]2[C:19]3[C:14](=[C:15]([O:32][CH3:33])[CH:16]=[C:17]([C:20]([NH:22][C:23]4[CH:31]=[CH:30][C:26]([C:27]([OH:29])=[O:28])=[CH:25][CH:24]=4)=[O:21])[CH:18]=3)[CH2:13][CH2:12]2)(=[O:10])=[O:9])[CH:7]=1.Cl[C:37]1C=CC(OC)=C(S(Cl)(=O)=O)[CH:42]=1.